Dataset: Full USPTO retrosynthesis dataset with 1.9M reactions from patents (1976-2016). Task: Predict the reactants needed to synthesize the given product. (1) Given the product [F:9][C:8]1[C:3]([CH2:2][N:26]2[CH2:27][CH2:28][N:23]([C:19]3[NH:20][C:21](=[O:22])[C:16]4[CH2:15][CH2:14][CH2:13][N:12]([CH3:11])[C:17]=4[N:18]=3)[CH2:24][CH2:25]2)=[N:4][CH:5]=[C:6]([F:10])[CH:7]=1, predict the reactants needed to synthesize it. The reactants are: Cl[CH2:2][C:3]1[C:8]([F:9])=[CH:7][C:6]([F:10])=[CH:5][N:4]=1.[CH3:11][N:12]1[C:17]2[N:18]=[C:19]([N:23]3[CH2:28][CH2:27][NH:26][CH2:25][CH2:24]3)[NH:20][C:21](=[O:22])[C:16]=2[CH2:15][CH2:14][CH2:13]1.C(=O)([O-])[O-].[K+].[K+]. (2) Given the product [C:35]([C:20]1[C:21]([C:23]2[CH:28]=[C:27]([O:29][CH3:30])[C:26]([O:31][CH3:32])=[C:25]([O:33][CH3:34])[CH:24]=2)=[N:22][C:17]([NH:16][C:9](=[O:11])[CH2:8][C:3]2[CH:4]=[CH:5][CH:6]=[CH:7][C:2]=2[I:1])=[N:18][CH:19]=1)#[N:36], predict the reactants needed to synthesize it. The reactants are: [I:1][C:2]1[CH:7]=[CH:6][CH:5]=[CH:4][C:3]=1[CH2:8][C:9]([OH:11])=O.S(Cl)(Cl)=O.[NH2:16][C:17]1[N:22]=[C:21]([C:23]2[CH:28]=[C:27]([O:29][CH3:30])[C:26]([O:31][CH3:32])=[C:25]([O:33][CH3:34])[CH:24]=2)[C:20]([C:35]#[N:36])=[CH:19][N:18]=1.N1C=CC=CC=1.